This data is from Full USPTO retrosynthesis dataset with 1.9M reactions from patents (1976-2016). The task is: Predict the reactants needed to synthesize the given product. (1) Given the product [CH2:11]([O:18][CH2:19][N:20]1[C:28]2[C:27]([Cl:29])=[N:26][CH:25]=[N:24][C:23]=2[C:22]([CH2:30][NH:2][C:3]([CH2:8][S:9][CH3:10])([CH2:6][OH:7])[CH2:4][OH:5])=[CH:21]1)[C:12]1[CH:17]=[CH:16][CH:15]=[CH:14][CH:13]=1, predict the reactants needed to synthesize it. The reactants are: Cl.[NH2:2][C:3]([CH2:8][S:9][CH3:10])([CH2:6][OH:7])[CH2:4][OH:5].[CH2:11]([O:18][CH2:19][N:20]1[C:28]2[C:27]([Cl:29])=[N:26][CH:25]=[N:24][C:23]=2[C:22]([CH:30]=O)=[CH:21]1)[C:12]1[CH:17]=[CH:16][CH:15]=[CH:14][CH:13]=1.C([BH3-])#N.[Na+]. (2) Given the product [CH3:1][C:2]([CH3:32])([CH3:31])[C@@H:3]([C:15]([N:17]1[CH2:22][C@@H:21]2[CH2:23][C@H:18]1[CH2:19][N:20]2[C:24]([O:26][C:27]([CH3:30])([CH3:29])[CH3:28])=[O:25])=[O:16])[NH2:4], predict the reactants needed to synthesize it. The reactants are: [CH3:1][C:2]([CH3:32])([CH3:31])[C@@H:3]([C:15]([N:17]1[CH2:22][C@@H:21]2[CH2:23][C@H:18]1[CH2:19][N:20]2[C:24]([O:26][C:27]([CH3:30])([CH3:29])[CH3:28])=[O:25])=[O:16])[NH:4]C(OCC1C=CC=CC=1)=O. (3) The reactants are: C(OC([N:8]1[CH2:12][CH2:11][C@@H:10]([CH2:13][N:14]2[C:23]3[C:18](=[CH:19][C:20]([I:24])=[CH:21][CH:22]=3)[C:17](=[O:25])[C:16]([C:26]([O:28][CH2:29][CH3:30])=[O:27])=[CH:15]2)[CH2:9]1)=O)(C)(C)C.[ClH:31]. Given the product [ClH:31].[I:24][C:20]1[CH:19]=[C:18]2[C:23](=[CH:22][CH:21]=1)[N:14]([CH2:13][C@H:10]1[CH2:11][CH2:12][NH:8][CH2:9]1)[CH:15]=[C:16]([C:26]([O:28][CH2:29][CH3:30])=[O:27])[C:17]2=[O:25], predict the reactants needed to synthesize it. (4) The reactants are: I[C:2]1[CH:3]=[C:4]([N:8]2[C:16]3[C:11](=[CH:12][CH:13]=[CH:14][CH:15]=3)[C:10]([C:17]([O:19][CH3:20])=[O:18])=[N:9]2)[CH:5]=[CH:6][CH:7]=1.[CH3:21][Si:22]([CH3:38])([CH3:37])[CH2:23][CH2:24][O:25][CH2:26][N:27]1[CH:31]=[C:30]([C:32]([OH:36])([C:34]#[CH:35])[CH3:33])[N:29]=[N:28]1. Given the product [OH:36][C:32]([C:30]1[N:29]=[N:28][N:27]([CH2:26][O:25][CH2:24][CH2:23][Si:22]([CH3:38])([CH3:21])[CH3:37])[CH:31]=1)([CH3:33])[C:34]#[C:35][C:2]1[CH:3]=[C:4]([N:8]2[C:16]3[C:11](=[CH:12][CH:13]=[CH:14][CH:15]=3)[C:10]([C:17]([O:19][CH3:20])=[O:18])=[N:9]2)[CH:5]=[CH:6][CH:7]=1, predict the reactants needed to synthesize it.